Predict the reactants needed to synthesize the given product. From a dataset of Full USPTO retrosynthesis dataset with 1.9M reactions from patents (1976-2016). (1) Given the product [CH2:1]([O:8][C:9]1[C:14]([S:30][C:26]2[CH:25]=[C:24]([CH:29]=[CH:28][CH:27]=2)[NH2:23])=[CH:13][N:12]=[C:11]([N:16]2[CH2:21][CH2:20][N:19]([CH3:22])[CH2:18][CH2:17]2)[N:10]=1)[C:2]1[CH:7]=[CH:6][CH:5]=[CH:4][CH:3]=1, predict the reactants needed to synthesize it. The reactants are: [CH2:1]([O:8][C:9]1[C:14](I)=[CH:13][N:12]=[C:11]([N:16]2[CH2:21][CH2:20][N:19]([CH3:22])[CH2:18][CH2:17]2)[N:10]=1)[C:2]1[CH:7]=[CH:6][CH:5]=[CH:4][CH:3]=1.[NH2:23][C:24]1[CH:25]=[C:26]([SH:30])[CH:27]=[CH:28][CH:29]=1.CC1C=CC2C=CC3C=CC(C)=NC=3C=2N=1.C(=O)([O-])[O-].[K+].[K+]. (2) Given the product [C:4]([C:8]1[CH:9]=[C:10]([NH:21][C:22]([NH:24][C@@H:25]2[C:34]3[C:29](=[CH:30][CH:31]=[CH:32][CH:33]=3)[C@H:28]([O:35][C:36]3[CH:37]=[CH:38][C:39]4[N:40]([C:42]([N:45]5[CH2:50][CH2:49][CH2:48][CH2:47][C@@H:46]5[CH3:51])=[N:43][N:44]=4)[CH:41]=3)[CH2:27][CH2:26]2)=[O:23])[N:11]([C:13]2[CH:18]=[CH:17][C:16]([CH:19]=[O:20])=[CH:15][CH:14]=2)[N:12]=1)([CH3:7])([CH3:5])[CH3:6], predict the reactants needed to synthesize it. The reactants are: ClCCl.[C:4]([C:8]1[CH:9]=[C:10]([NH:21][C:22]([NH:24][C@@H:25]2[C:34]3[C:29](=[CH:30][CH:31]=[CH:32][CH:33]=3)[C@H:28]([O:35][C:36]3[CH:37]=[CH:38][C:39]4[N:40]([C:42]([N:45]5[CH2:50][CH2:49][CH2:48][CH2:47][C@@H:46]5[CH3:51])=[N:43][N:44]=4)[CH:41]=3)[CH2:27][CH2:26]2)=[O:23])[N:11]([C:13]2[CH:18]=[CH:17][C:16]([CH2:19][OH:20])=[CH:15][CH:14]=2)[N:12]=1)([CH3:7])([CH3:6])[CH3:5].CC(OI1(OC(C)=O)(OC(C)=O)OC(=O)C2C=CC=CC1=2)=O.S(S([O-])=O)([O-])(=O)=O.[Na+].[Na+].C([O-])(O)=O.[Na+]. (3) The reactants are: [CH3:1][O:2][C:3]1[CH:4]=[CH:5][CH:6]=[C:7]2[C:12]=1[N:11]([CH3:13])[C:10](=[O:14])[CH:9]=[C:8]2[CH:15]=[O:16]. Given the product [OH:16][CH2:15][C:8]1[C:7]2[C:12](=[C:3]([O:2][CH3:1])[CH:4]=[CH:5][CH:6]=2)[N:11]([CH3:13])[C:10](=[O:14])[CH:9]=1, predict the reactants needed to synthesize it.